From a dataset of Forward reaction prediction with 1.9M reactions from USPTO patents (1976-2016). Predict the product of the given reaction. (1) The product is: [C:30]([O:34][C:35]([N:21]1[C:22]2[C:27](=[CH:26][CH:25]=[C:24]([Cl:28])[CH:23]=2)/[C:19](=[CH:18]/[C:12]2[CH:13]=[C:14]([Cl:17])[CH:15]=[CH:16][C:11]=2[O:10][CH2:9][S:6](=[O:7])(=[O:8])[NH:5][C:1]([CH3:4])([CH3:2])[CH3:3])/[C:20]1=[O:29])=[O:36])([CH3:33])([CH3:32])[CH3:31]. Given the reactants [C:1]([NH:5][S:6]([CH2:9][O:10][C:11]1[CH:16]=[CH:15][C:14]([Cl:17])=[CH:13][C:12]=1[CH:18]=[C:19]1[C:27]2[C:22](=[CH:23][C:24]([Cl:28])=[CH:25][CH:26]=2)[NH:21][C:20]1=[O:29])(=[O:8])=[O:7])([CH3:4])([CH3:3])[CH3:2].[C:30]([O:34][C:35](O[C:35]([O:34][C:30]([CH3:33])([CH3:32])[CH3:31])=[O:36])=[O:36])([CH3:33])([CH3:32])[CH3:31], predict the reaction product. (2) Given the reactants C(NC(C)C)(C)C.C([Li])CCC.[CH2:13]([O:20][C:21](=[O:31])[NH:22][C:23]1[CH:28]=[CH:27][C:26]([F:29])=[CH:25][C:24]=1[F:30])[C:14]1[CH:19]=[CH:18][CH:17]=[CH:16][CH:15]=1.CN(C)[CH:34]=[O:35].Cl, predict the reaction product. The product is: [CH2:13]([O:20][C:21](=[O:31])[NH:22][C:23]1[CH:28]=[CH:27][C:26]([F:29])=[C:25]([CH:34]=[O:35])[C:24]=1[F:30])[C:14]1[CH:15]=[CH:16][CH:17]=[CH:18][CH:19]=1. (3) The product is: [CH3:24][N:2]([CH3:1])[CH:3]1[CH2:8][CH2:7][CH:6]([O:9][C:10]2[C:11]3[C:18]([C:19]([NH:65][C:64]4[CH:63]=[CH:62][N:61]=[CH:60][C:59]=4[F:58])=[O:20])=[C:17]([CH2:22][CH3:23])[S:16][C:12]=3[N:13]=[CH:14][N:15]=2)[CH2:5][CH2:4]1. Given the reactants [CH3:1][N:2]([CH3:24])[CH:3]1[CH2:8][CH2:7][CH:6]([O:9][C:10]2[C:11]3[C:18]([C:19](O)=[O:20])=[C:17]([CH2:22][CH3:23])[S:16][C:12]=3[N:13]=[CH:14][N:15]=2)[CH2:5][CH2:4]1.CN(C(ON1N=NC2C=CC=NC1=2)=[N+](C)C)C.F[P-](F)(F)(F)(F)F.CCN(C(C)C)C(C)C.[F:58][C:59]1[CH:60]=[N:61][CH:62]=[CH:63][C:64]=1[NH2:65], predict the reaction product. (4) Given the reactants N.C([O:5][C@@H:6]1[CH2:10][C@@H:9]([CH2:11][O:12]C(=O)C2C=CC=CC=2)[O:8][C@H:7]1[N:21]1[CH:29]=[N:28][C:27]2[C:22]1=[N:23][CH:24]=[N:25][C:26]=2[NH:30][CH:31]1[CH2:36][CH2:35][CH:34]([OH:37])[CH2:33][CH2:32]1)(=O)C.OC1CCC(NC2N=CN=C3C=2N=CN3[C@H]2[C@H](O)C[C@@H](COC(=O)C3C=CC=CC=3)O2)CC1, predict the reaction product. The product is: [OH:37][CH:34]1[CH2:35][CH2:36][CH:31]([NH:30][C:26]2[N:25]=[CH:24][N:23]=[C:22]3[C:27]=2[N:28]=[CH:29][N:21]3[C@H:7]2[C@H:6]([OH:5])[CH2:10][C@@H:9]([CH2:11][OH:12])[O:8]2)[CH2:32][CH2:33]1.